This data is from Full USPTO retrosynthesis dataset with 1.9M reactions from patents (1976-2016). The task is: Predict the reactants needed to synthesize the given product. Given the product [Cl:15][C:13]1[N:14]=[C:9]([O:8][CH3:1])[C:10]2[N:11]([N:16]=[CH:17][C:18]=2[C:19]([OH:21])=[O:20])[CH:12]=1, predict the reactants needed to synthesize it. The reactants are: [CH2:1]([O:8][C:9]1[C:10]2[N:11]([N:16]=[CH:17][C:18]=2[C:19]([O:21]C)=[O:20])[CH:12]=[C:13]([Cl:15])[N:14]=1)C1C=CC=CC=1.O.CO.Cl.